The task is: Predict the reaction yield, written as a fraction of the theoretical maximum amount of product (1.0 means a 100% yield; for example, 0.34 means a 34% yield).. This data is from Reaction yield outcomes from USPTO patents with 853,638 reactions. (1) The reactants are [Cl:1][C:2]1[CH:7]=[CH:6][C:5]([C:8]2[N:12](S(C3C=CC(C)=CC=3)(=O)=O)[N:11]=[C:10]([CH:23]3[CH2:28][CH2:27][N:26](C(=O)C)[CH2:25][CH2:24]3)[C:9]=2[C:32]2[CH:37]=[CH:36][N:35]=[CH:34][N:33]=2)=[CH:4][CH:3]=1.[OH-].[Na+]. The catalyst is Cl. The product is [Cl:1][C:2]1[CH:3]=[CH:4][C:5]([C:8]2[C:9]([C:32]3[CH:37]=[CH:36][N:35]=[CH:34][N:33]=3)=[C:10]([CH:23]3[CH2:28][CH2:27][NH:26][CH2:25][CH2:24]3)[NH:11][N:12]=2)=[CH:6][CH:7]=1. The yield is 0.798. (2) The reactants are C(NC(C)C)(C)C.C([Li])CCC.[CH:13]([C:15]1[CH:16]=[C:17]2[C:22](=[CH:23][CH:24]=1)/[C:21](=[N:25]/[OH:26])/[CH2:20][CH2:19][CH2:18]2)=[CH2:14].[C:27]1([C:33]2[O:37][N:36]=[C:35]([C:38](OC)=O)[C:34]=2[C:42]([F:45])([F:44])[F:43])[CH:32]=[CH:31][CH:30]=[CH:29][CH:28]=1.O.C1(C)C=CC(S(O)(=O)=O)=CC=1. The catalyst is C1COCC1.CCCCCCC.ClCCl.C1(C)C=CC=CC=1. The product is [C:27]1([C:33]2[O:37][N:36]=[C:35]([C:38]3[O:26][N:25]=[C:21]4[C:22]5[C:17]([CH2:18][CH2:19][C:20]=34)=[CH:16][C:15]([CH:13]=[CH2:14])=[CH:24][CH:23]=5)[C:34]=2[C:42]([F:45])([F:44])[F:43])[CH:28]=[CH:29][CH:30]=[CH:31][CH:32]=1. The yield is 0.374. (3) The reactants are [CH:1]1([N:7]([CH:18]2[CH2:23][CH2:22][CH2:21][CH2:20][CH2:19]2)[C:8]([NH:10][C:11]2[S:12][C:13]([CH:16]=O)=[CH:14][N:15]=2)=[O:9])[CH2:6][CH2:5][CH2:4][CH2:3][CH2:2]1.C(O)(=O)C.[NH:28]1[CH2:33][CH2:32][O:31][CH2:30][CH2:29]1.C(O[BH-](OC(=O)C)OC(=O)C)(=O)C.[Na+]. No catalyst specified. The product is [CH:18]1([N:7]([CH:1]2[CH2:6][CH2:5][CH2:4][CH2:3][CH2:2]2)[C:8]([NH:10][C:11]2[S:12][C:13]([CH2:16][N:28]3[CH2:33][CH2:32][O:31][CH2:30][CH2:29]3)=[CH:14][N:15]=2)=[O:9])[CH2:19][CH2:20][CH2:21][CH2:22][CH2:23]1. The yield is 0.340. (4) The yield is 0.900. The catalyst is CC#N.C(Cl)Cl. The product is [CH2:1]([N:8]([CH2:9][CH2:10][OH:11])[CH2:24][C:23]([O:22][C:18]([CH3:21])([CH3:20])[CH3:19])=[O:26])[C:2]1[CH:7]=[CH:6][CH:5]=[CH:4][CH:3]=1. The reactants are [CH2:1]([NH:8][CH2:9][CH2:10][OH:11])[C:2]1[CH:7]=[CH:6][CH:5]=[CH:4][CH:3]=1.C(=O)([O-])[O-].[K+].[K+].[C:18]([O:22][C:23](=[O:26])[CH2:24]Br)([CH3:21])([CH3:20])[CH3:19]. (5) The reactants are [CH3:1][C@@:2]12[C:18](=[O:19])[CH2:17][CH2:16][C@H:15]1[C@H:14]1[C@@H:5]([C:6]3[CH:7]=[CH:8][C:9]([OH:20])=[CH:10][C:11]=3[CH2:12][CH2:13]1)[CH2:4][CH2:3]2.C(=O)([O-])[O-].[K+].[K+].[CH2:27](Br)[C:28]1[CH:33]=[CH:32][CH:31]=[CH:30][CH:29]=1. The catalyst is CN(C=O)C. The product is [CH2:27]([O:20][C:9]1[CH:8]=[CH:7][C:6]2[C@@H:5]3[C@H:14]([C@H:15]4[C@@:2]([CH2:3][CH2:4]3)([CH3:1])[C:18](=[O:19])[CH2:17][CH2:16]4)[CH2:13][CH2:12][C:11]=2[CH:10]=1)[C:28]1[CH:33]=[CH:32][CH:31]=[CH:30][CH:29]=1. The yield is 0.780. (6) The reactants are [C:1]([NH:4][C@H:5]([C:27]([NH:29][CH2:30][CH2:31][S:32][C:33](=[O:40])[C:34]1[CH:39]=[CH:38][CH:37]=[CH:36][CH:35]=1)=[O:28])[CH2:6][S:7]C(C1C=CC=CC=1)(C1C=CC=CC=1)C1C=CC=CC=1)(=[O:3])[CH3:2].C(N[C@H](C(NCCSC(=O)C)=O)CS)(=O)C.C(Cl)Cl.CO. The catalyst is C(Cl)(Cl)Cl. The product is [C:1]([NH:4][C@H:5]([C:27]([NH:29][CH2:30][CH2:31][S:32][C:33](=[O:40])[C:34]1[CH:39]=[CH:38][CH:37]=[CH:36][CH:35]=1)=[O:28])[CH2:6][SH:7])(=[O:3])[CH3:2]. The yield is 0.630.